From a dataset of Full USPTO retrosynthesis dataset with 1.9M reactions from patents (1976-2016). Predict the reactants needed to synthesize the given product. (1) Given the product [F:7][C:8]1[CH:13]=[CH:12][C:11]([N:14]2[C:22]3[CH:21]=[C:20]4[CH2:23][CH2:24][CH2:25][CH:26]5[CH2:31][C:30]6([CH2:41][O:32]6)[CH2:29][CH2:28][C:27]5([CH2:33][C:34]5[CH:39]=[CH:38][CH:37]=[CH:36][N:35]=5)[C:19]4=[CH:18][C:17]=3[CH:16]=[N:15]2)=[CH:10][CH:9]=1, predict the reactants needed to synthesize it. The reactants are: [I-].C[S+](C)(C)=O.[F:7][C:8]1[CH:13]=[CH:12][C:11]([N:14]2[C:22]3[C:17](=[CH:18][C:19]4[C@@:27]5([CH2:33][C:34]6[CH:39]=[CH:38][CH:37]=[CH:36][N:35]=6)[CH2:28][CH2:29][C:30](=[O:32])[CH2:31][C@H:26]5[CH2:25][CH2:24][CH2:23][C:20]=4[CH:21]=3)[CH:16]=[N:15]2)=[CH:10][CH:9]=1.F[C:41]1C=CC(N2C3C(=CC4[C@]5(CC6C=CC=CN=6)CCC(=O)C[C@@H]5CCCC=4C=3)C=N2)=CC=1. (2) Given the product [CH3:22][O:21][C:18]1[CH:19]=[CH:20][C:15]([C:8]23[NH:14][CH2:13][CH2:12][N:9]2[C:10](=[O:11])[C:5]2[N:6]([C:2]([C:23]#[N:24])=[CH:3][CH:4]=2)[CH2:7]3)=[CH:16][CH:17]=1, predict the reactants needed to synthesize it. The reactants are: Br[C:2]1[N:6]2[CH2:7][C:8]3([C:15]4[CH:20]=[CH:19][C:18]([O:21][CH3:22])=[CH:17][CH:16]=4)[NH:14][CH2:13][CH2:12][N:9]3[C:10](=[O:11])[C:5]2=[CH:4][CH:3]=1.[CH3:23][N:24](C=O)C. (3) Given the product [C:19]([C:21]1[CH:22]=[C:23]([CH:28]=[CH:29][C:30]=1[O:12][CH2:11][C:1]1[C:10]2[C:5](=[CH:6][CH:7]=[CH:8][CH:9]=2)[CH:4]=[CH:3][CH:2]=1)[C:24]([NH:39][S:36]([CH3:35])(=[O:38])=[O:37])=[O:25])#[N:20], predict the reactants needed to synthesize it. The reactants are: [C:1]1([CH2:11][OH:12])[C:10]2[C:5](=[CH:6][CH:7]=[CH:8][CH:9]=2)[CH:4]=[CH:3][CH:2]=1.CC(C)([O-])C.[K+].[C:19]([C:21]1[CH:22]=[C:23]([CH:28]=[CH:29][C:30]=1F)[C:24](OC)=[O:25])#[N:20].[OH-].[Li+].Cl.[CH3:35][S:36]([NH2:39])(=[O:38])=[O:37].Cl.CN(C)CCCN=C=NCC. (4) Given the product [F:17][C:14]1[CH:15]=[CH:16][C:11]([C@@H:9]([NH:8][C:6]2[CH:5]=[CH:4][CH:3]=[C:2]([NH:18][C:19]3[CH:24]=[N:23][CH:22]=[CH:21][N:20]=3)[N:7]=2)[CH3:10])=[CH:12][CH:13]=1, predict the reactants needed to synthesize it. The reactants are: Cl[C:2]1[N:7]=[C:6]([NH:8][C@H:9]([C:11]2[CH:16]=[CH:15][C:14]([F:17])=[CH:13][CH:12]=2)[CH3:10])[CH:5]=[CH:4][CH:3]=1.[NH2:18][C:19]1[CH:24]=[N:23][CH:22]=[CH:21][N:20]=1.C1(P(C2CCCCC2)C2C=CC=CC=2C2C(C(C)C)=CC(C(C)C)=CC=2C(C)C)CCCCC1.CC(C)([O-])C.[Na+].